This data is from Catalyst prediction with 721,799 reactions and 888 catalyst types from USPTO. The task is: Predict which catalyst facilitates the given reaction. (1) Reactant: [CH:1]1([N:4]([CH2:18][C:19]2[O:23][C:22]([C:24]([O:26]CC)=O)=[N:21][N:20]=2)[S:5]([C:8]2[C:13]([CH3:14])=[CH:12][C:11]([O:15][CH3:16])=[CH:10][C:9]=2[CH3:17])(=[O:7])=[O:6])[CH2:3][CH2:2]1.[CH3:29][N:30]1[CH2:35][CH2:34][CH:33]([CH2:36][N:37]2[CH2:42][CH2:41][NH:40][CH2:39][CH2:38]2)[CH2:32][CH2:31]1.C[Al](C)C. Product: [NH3:4].[CH:1]1([N:4]([CH2:18][C:19]2[O:23][C:22]([C:24]([N:40]3[CH2:39][CH2:38][N:37]([CH2:36][CH:33]4[CH2:34][CH2:35][N:30]([CH3:29])[CH2:31][CH2:32]4)[CH2:42][CH2:41]3)=[O:26])=[N:21][N:20]=2)[S:5]([C:8]2[C:13]([CH3:14])=[CH:12][C:11]([O:15][CH3:16])=[CH:10][C:9]=2[CH3:17])(=[O:6])=[O:7])[CH2:2][CH2:3]1. The catalyst class is: 26. (2) Reactant: [C:1]([C:4]1[CH:13]([C:14]2[C:23]3[C:18](=[CH:19][CH:20]=[CH:21][CH:22]=3)[C:17]([C:24]#[N:25])=[CH:16][CH:15]=2)[C:12]2[C:11](=[O:26])[NH:10][CH:9]=[CH:8][C:7]=2[NH:6][C:5]=1[CH3:27])(=[O:3])[CH3:2].ClCCl.F[B-](F)(F)F.[CH2:36]([O+](CC)CC)[CH3:37].CO. The catalyst class is: 6. Product: [C:1]([C:4]1[CH:13]([C:14]2[C:23]3[C:18](=[CH:19][CH:20]=[CH:21][CH:22]=3)[C:17]([C:24]#[N:25])=[CH:16][CH:15]=2)[C:12]2[C:7](=[CH:8][CH:9]=[N:10][C:11]=2[O:26][CH2:36][CH3:37])[NH:6][C:5]=1[CH3:27])(=[O:3])[CH3:2].